Dataset: Reaction yield outcomes from USPTO patents with 853,638 reactions. Task: Predict the reaction yield, written as a fraction of the theoretical maximum amount of product (1.0 means a 100% yield; for example, 0.34 means a 34% yield). The reactants are Cl.[Br:2][C:3]1[CH:4]=[C:5]([CH2:9][C:10]([CH3:14])([CH3:13])[CH2:11][NH2:12])[CH:6]=[CH:7][CH:8]=1.CCN(CC)CC.[F:22][C:23]([F:30])([F:29])[C:24](OCC)=[O:25]. The catalyst is C1COCC1. The product is [Br:2][C:3]1[CH:4]=[C:5]([CH2:9][C:10]([CH3:14])([CH3:13])[CH2:11][NH:12][C:24](=[O:25])[C:23]([F:30])([F:29])[F:22])[CH:6]=[CH:7][CH:8]=1. The yield is 0.580.